Dataset: hERG potassium channel inhibition data for cardiac toxicity prediction from Karim et al.. Task: Regression/Classification. Given a drug SMILES string, predict its toxicity properties. Task type varies by dataset: regression for continuous values (e.g., LD50, hERG inhibition percentage) or binary classification for toxic/non-toxic outcomes (e.g., AMES mutagenicity, cardiotoxicity, hepatotoxicity). Dataset: herg_karim. (1) The drug is COc1cccc(C(=O)Cn2c(=O)c3c(c(C#N)c(N4CCCC(N)C4)n3Cc3ccccc3)n(C)c2=O)c1. The result is 1 (blocker). (2) The drug is N[C@H]1CC[C@@H](N2CC(NC(=O)CNc3n[nH]c4ccc(C(F)(F)F)cc34)C2)CC1. The result is 0 (non-blocker).